Dataset: Catalyst prediction with 721,799 reactions and 888 catalyst types from USPTO. Task: Predict which catalyst facilitates the given reaction. (1) Reactant: [N:1]1[CH:6]=[CH:5][CH:4]=[N:3][C:2]=1[C:7]1[C:8]([C:13]([OH:15])=O)=[N:9][CH:10]=[CH:11][CH:12]=1.[CH3:16][C:17]1([NH:23][C:24]2[N:29]=[CH:28][C:27]([C:30]([F:33])([F:32])[F:31])=[CH:26][N:25]=2)[CH2:21][CH2:20][CH2:19][CH:18]1[NH2:22].N1C2C(=NC=CC=2)N(O)N=1.C(Cl)CCl.CCN(C(C)C)C(C)C. The catalyst class is: 2. Product: [CH3:16][C:17]1([NH:23][C:24]2[N:25]=[CH:26][C:27]([C:30]([F:33])([F:31])[F:32])=[CH:28][N:29]=2)[CH2:21][CH2:20][CH2:19][CH:18]1[NH:22][C:13]([C:8]1[C:7]([C:2]2[N:1]=[CH:6][CH:5]=[CH:4][N:3]=2)=[CH:12][CH:11]=[CH:10][N:9]=1)=[O:15]. (2) Reactant: [C:1]([NH:9][CH2:10][C:11]1[N:12]=[C:13]([N:16]2[CH2:19][CH:18]([OH:20])[CH2:17]2)[S:14][CH:15]=1)(=[O:8])[C:2]1[CH:7]=[CH:6][CH:5]=[CH:4][CH:3]=1.[CH3:21][S:22](Cl)(=[O:24])=[O:23].C(N(CC)CC)C.N1C=CC=CC=1. Product: [C:1]([NH:9][CH2:10][C:11]1[N:12]=[C:13]([N:16]2[CH2:17][CH:18]([O:20][S:22]([CH3:21])(=[O:24])=[O:23])[CH2:19]2)[S:14][CH:15]=1)(=[O:8])[C:2]1[CH:3]=[CH:4][CH:5]=[CH:6][CH:7]=1. The catalyst class is: 2.